From a dataset of Reaction yield outcomes from USPTO patents with 853,638 reactions. Predict the reaction yield, written as a fraction of the theoretical maximum amount of product (1.0 means a 100% yield; for example, 0.34 means a 34% yield). (1) The reactants are [NH2:1][C:2]1[C:7]([OH:8])=[CH:6][CH:5]=[C:4]([CH3:9])[CH:3]=1.[NH2:10][C:11]1[CH:19]=[CH:18][C:14]([C:15](O)=O)=[CH:13][CH:12]=1. The catalyst is O. The product is [CH3:9][C:4]1[CH:5]=[CH:6][C:7]2[O:8][C:15]([C:14]3[CH:18]=[CH:19][C:11]([NH2:10])=[CH:12][CH:13]=3)=[N:1][C:2]=2[CH:3]=1. The yield is 0.890. (2) The reactants are [N+:1]([C:4]1[C:9]2[N:10]=[C:11]([C:13]([F:16])([F:15])[F:14])[O:12][C:8]=2[CH:7]=[CH:6][CH:5]=1)([O-])=O. The catalyst is CCOC(C)=O.[Fe]. The product is [NH2:1][C:4]1[C:9]2[N:10]=[C:11]([C:13]([F:16])([F:15])[F:14])[O:12][C:8]=2[CH:7]=[CH:6][CH:5]=1. The yield is 0.750. (3) The reactants are [C:1]([O:9][C@@H:10]1[C@H:14]([CH2:15][O:16][C:17](=[O:24])[C:18]2[CH:23]=[CH:22][CH:21]=[CH:20][CH:19]=2)[O:13][C@H:12]([N:25]2[CH:32]=[CH:31][C:29](=[O:30])[NH:28][C:26]2=[O:27])[C@H:11]1[OH:33])(=[O:8])[C:2]1[CH:7]=[CH:6][CH:5]=[CH:4][CH:3]=1.C1(N=C=NC2CCCCC2)CCCCC1.ClC(Cl)C(O)=O.C(O)(=O)C(O)=O.[BH4-].[Na+]. The catalyst is C(OCC)(=O)C.CO.N1C=CC=CC=1.C1C=CC=CC=1.CS(C)=O. The product is [C:1]([O:9][C@H:10]1[C@H:14]([CH2:15][O:16][C:17](=[O:24])[C:18]2[CH:23]=[CH:22][CH:21]=[CH:20][CH:19]=2)[O:13][C@H:12]([N:25]2[CH:32]=[CH:31][C:29](=[O:30])[NH:28][C:26]2=[O:27])[C@@H:11]1[OH:33])(=[O:8])[C:2]1[CH:7]=[CH:6][CH:5]=[CH:4][CH:3]=1. The yield is 0.660. (4) The reactants are [F:1][C:2]1[CH:3]=[C:4]([CH:16]=[CH:17][C:18]=1[F:19])[CH2:5][CH:6]1[CH2:11][CH:10]([C:12]([O:14][CH3:15])=[O:13])[CH2:9][CH2:8][NH:7]1.CCN(C(C)C)C(C)C.[C:29](Cl)(=[O:32])[O:30][CH3:31]. The catalyst is C(Cl)Cl. The product is [F:1][C:2]1[CH:3]=[C:4]([CH:16]=[CH:17][C:18]=1[F:19])[CH2:5][CH:6]1[CH2:11][CH:10]([C:12]([O:14][CH3:15])=[O:13])[CH2:9][CH2:8][N:7]1[C:29]([O:30][CH3:31])=[O:32]. The yield is 0.710.